Task: Predict which catalyst facilitates the given reaction.. Dataset: Catalyst prediction with 721,799 reactions and 888 catalyst types from USPTO (1) Reactant: FC(F)(F)C(O)=O.C1(OC)C=CC=CC=1.[CH2:16]([C:18]1[N:19]([CH3:43])[C:20]2[C:25]([N:26]=1)=[C:24]([N:27]1[CH2:32][CH2:31][O:30][CH2:29][CH2:28]1)[N:23]=[C:22]([S:33][CH2:34][C:35]1[CH:40]=[CH:39][C:38]([O:41][CH3:42])=[CH:37][CH:36]=1)[N:21]=2)[CH3:17].[N+:44](C1C=C(C=CC=1OC)CBr)([O-:46])=[O:45]. Product: [CH2:16]([C:18]1[N:19]([CH3:43])[C:20]2[C:25]([N:26]=1)=[C:24]([N:27]1[CH2:32][CH2:31][O:30][CH2:29][CH2:28]1)[N:23]=[C:22]([S:33][CH2:34][C:35]1[CH:40]=[CH:39][C:38]([O:41][CH3:42])=[C:37]([N+:44]([O-:46])=[O:45])[CH:36]=1)[N:21]=2)[CH3:17]. The catalyst class is: 21. (2) Reactant: [OH:1][CH:2]([C:6]1[CH:11]=[CH:10][C:9]([C:12]2[N:16]=[C:15]([C:17]3[O:21][N:20]=[C:19]([C:22]4[CH:27]=[CH:26][CH:25]=[CH:24][CH:23]=4)[C:18]=3[C:28]([F:31])([F:30])[F:29])[O:14][N:13]=2)=[CH:8][CH:7]=1)[C:3]([OH:5])=O.Cl.[S:33]1[CH:37]=[CH:36][N:35]=[C:34]1[CH2:38][NH2:39].CN1CCOCC1.CN(C(ON1N=NC2C=CC=NC1=2)=[N+](C)C)C.F[P-](F)(F)(F)(F)F. Product: [OH:1][CH:2]([C:6]1[CH:11]=[CH:10][C:9]([C:12]2[N:16]=[C:15]([C:17]3[O:21][N:20]=[C:19]([C:22]4[CH:27]=[CH:26][CH:25]=[CH:24][CH:23]=4)[C:18]=3[C:28]([F:31])([F:29])[F:30])[O:14][N:13]=2)=[CH:8][CH:7]=1)[C:3]([NH:39][CH2:38][C:34]1[S:33][CH:37]=[CH:36][N:35]=1)=[O:5]. The catalyst class is: 3. (3) Reactant: Cl[C:2]1[C:3]2[CH:10]=[CH:9][S:8][C:4]=2[N:5]=[CH:6][N:7]=1.Cl.[CH3:12][C@@H:13]1[CH2:18][CH2:17][N:16]([C:19](=[O:23])[CH2:20][C:21]#[N:22])[CH2:15][C@@H:14]1[NH:24][CH3:25].C(=O)([O-])O.[Na+].O. Product: [CH3:12][C@@H:13]1[CH2:18][CH2:17][N:16]([C:19](=[O:23])[CH2:20][C:21]#[N:22])[CH2:15][C@@H:14]1[N:24]([CH3:25])[C:2]1[C:3]2[CH:10]=[CH:9][S:8][C:4]=2[N:5]=[CH:6][N:7]=1. The catalyst class is: 12. (4) The catalyst class is: 23. Reactant: C(OC([NH:8][CH2:9][CH2:10][CH2:11][CH2:12][CH2:13][CH2:14][CH2:15][CH2:16][O:17][C:18]1[C:39]([O:40][CH3:41])=[CH:38][C:21]2[C:22]3[N:27]([CH:28]([C:30]([CH3:33])([CH3:32])[CH3:31])[CH2:29][C:20]=2[CH:19]=1)[CH:26]=[C:25]([C:34]([OH:36])=[O:35])[C:24](=[O:37])[CH:23]=3)=O)(C)(C)C.[ClH:42]. Product: [ClH:42].[NH2:8][CH2:9][CH2:10][CH2:11][CH2:12][CH2:13][CH2:14][CH2:15][CH2:16][O:17][C:18]1[C:39]([O:40][CH3:41])=[CH:38][C:21]2[C:22]3[N:27]([CH:28]([C:30]([CH3:33])([CH3:32])[CH3:31])[CH2:29][C:20]=2[CH:19]=1)[CH:26]=[C:25]([C:34]([OH:36])=[O:35])[C:24](=[O:37])[CH:23]=3. (5) Reactant: O[NH:2][C@H:3]([C:19](N)=[O:20])[CH2:4][C:5]1[CH:10]=[CH:9][C:8]([O:11][CH2:12][C:13]2[CH:18]=[CH:17][CH:16]=[CH:15][CH:14]=2)=[CH:7][CH:6]=1.C(Cl)(Cl)=[O:23].C. Product: [NH2:2][C@H:3]([C:19]([OH:20])=[O:23])[CH2:4][C:5]1[CH:10]=[CH:9][C:8]([O:11][CH2:12][C:13]2[CH:18]=[CH:17][CH:16]=[CH:15][CH:14]=2)=[CH:7][CH:6]=1. The catalyst class is: 1. (6) Reactant: [CH2:1]([O:8][C:9]1[CH:14]=[CH:13][C:12](/[CH:15]=[CH:16]/[N+:17]([O-:19])=[O:18])=[CH:11][CH:10]=1)[C:2]1[CH:7]=[CH:6][CH:5]=[CH:4][CH:3]=1.C(O)(=O)C.CS(C)=O.[BH4-].[Na+]. Product: [CH2:1]([O:8][C:9]1[CH:14]=[CH:13][C:12]([CH2:15][CH2:16][N+:17]([O-:19])=[O:18])=[CH:11][CH:10]=1)[C:2]1[CH:3]=[CH:4][CH:5]=[CH:6][CH:7]=1. The catalyst class is: 6.